From a dataset of Forward reaction prediction with 1.9M reactions from USPTO patents (1976-2016). Predict the product of the given reaction. The product is: [Br:1][C:2]1[CH:3]=[C:4]([CH:5]=[CH:6][CH:7]=1)[C:8]([C:9]1[CH:25]=[CH:24][C:23](=[O:26])[N:14]2[C:13]3[CH2:15][CH2:16][CH2:17][CH2:18][C:12]=3[NH:11][C:10]=12)=[O:19]. Given the reactants [Br:1][C:2]1[CH:3]=[C:4]([C:8](=[O:19])[CH2:9][C:10]2[NH:14][C:13]3[CH2:15][CH2:16][CH2:17][CH2:18][C:12]=3[N:11]=2)[CH:5]=[CH:6][CH:7]=1.C[O-].[Na+].[C:23](OC)(=[O:26])[C:24]#[CH:25], predict the reaction product.